Predict the reaction yield, written as a fraction of the theoretical maximum amount of product (1.0 means a 100% yield; for example, 0.34 means a 34% yield). From a dataset of Reaction yield outcomes from USPTO patents with 853,638 reactions. (1) The reactants are [Cl:1][C:2]1[N:7]=[CH:6][C:5]([S:8]([N:11]([CH2:18][CH:19]([OH:22])[CH2:20][OH:21])[C:12]2[CH:17]=[CH:16][CH:15]=[CH:14][CH:13]=2)(=[O:10])=[O:9])=[CH:4][CH:3]=1.CO[C:25](OC)([CH3:27])[CH3:26].CC1C=CC(S(O)(=O)=O)=CC=1. The catalyst is CN(C=O)C.CCOC(C)=O. The product is [Cl:1][C:2]1[N:7]=[CH:6][C:5]([S:8]([N:11]([CH2:18][CH:19]2[CH2:20][O:21][C:25]([CH3:27])([CH3:26])[O:22]2)[C:12]2[CH:17]=[CH:16][CH:15]=[CH:14][CH:13]=2)(=[O:10])=[O:9])=[CH:4][CH:3]=1. The yield is 0.730. (2) The reactants are [CH3:1][C:2]1[C:6]([C:7]([OH:9])=O)=[CH:5][O:4][N:3]=1.C(Cl)(=O)C(Cl)=O.CN(C=O)C.[F:21][CH:22]([F:43])[O:23][C:24]1[CH:29]=[CH:28][C:27]([C:30]23[NH:42][CH2:41][CH2:40][N:31]2[C:32](=[O:39])[C:33]2[N:34]([CH:36]=[CH:37][CH:38]=2)[CH2:35]3)=[CH:26][CH:25]=1. The catalyst is C(Cl)Cl.N1C=CC=CC=1. The product is [F:43][CH:22]([F:21])[O:23][C:24]1[CH:29]=[CH:28][C:27]([C:30]23[N:42]([C:7]([C:6]4[C:2]([CH3:1])=[N:3][O:4][CH:5]=4)=[O:9])[CH2:41][CH2:40][N:31]2[C:32](=[O:39])[C:33]2[N:34]([CH:36]=[CH:37][CH:38]=2)[CH2:35]3)=[CH:26][CH:25]=1. The yield is 0.520.